From a dataset of Catalyst prediction with 721,799 reactions and 888 catalyst types from USPTO. Predict which catalyst facilitates the given reaction. (1) Reactant: O[C:2]1[C:11]2[C:6](=[N:7][CH:8]=[CH:9][CH:10]=2)[N:5]([C:12]2[CH:17]=[CH:16][CH:15]=[C:14]([O:18][C:19]([F:22])([F:21])[F:20])[CH:13]=2)[C:4](=[O:23])[C:3]=1[C:24](=O)[CH2:25][C:26]1[CH:31]=[CH:30][CH:29]=[CH:28][C:27]=1[CH3:32].O.[NH2:35][NH2:36].C(=O)([O-])O.[Na+]. Product: [CH3:32][C:27]1[CH:28]=[CH:29][CH:30]=[CH:31][C:26]=1[CH2:25][C:24]1[C:3]2[C:4](=[O:23])[N:5]([C:12]3[CH:17]=[CH:16][CH:15]=[C:14]([O:18][C:19]([F:21])([F:22])[F:20])[CH:13]=3)[C:6]3[N:7]=[CH:8][CH:9]=[CH:10][C:11]=3[C:2]=2[NH:36][N:35]=1. The catalyst class is: 3. (2) The catalyst class is: 59. Reactant: CCN(C(C)C)[CH:4]([CH3:6])[CH3:5].[ClH:10].[NH2:11][CH2:12][C@@H:13]1[CH2:17][CH2:16][N:15]([C:18]2[C:23]([Br:24])=[CH:22][N:21]=[C:20]3[NH:25][CH:26]=[C:27]([NH:28][C:29](=[O:36])[C:30]4[CH:35]=[CH:34][CH:33]=[N:32][CH:31]=4)[C:19]=23)[CH2:14]1.CC(=O)C.[BH-](OC(C)=O)(OC(C)=O)OC(C)=O.[Na+].C([O-])([O-])=O.[Na+].[Na+]. Product: [ClH:10].[Br:24][C:23]1[C:18]([N:15]2[CH2:16][CH2:17][C@@H:13]([CH2:12][NH:11][CH:4]([CH3:6])[CH3:5])[CH2:14]2)=[C:19]2[C:27]([NH:28][C:29](=[O:36])[C:30]3[CH:35]=[CH:34][CH:33]=[N:32][CH:31]=3)=[CH:26][NH:25][C:20]2=[N:21][CH:22]=1. (3) Reactant: [OH:1][C:2]1[C:7]([C:8]([O:10]CC)=O)=[CH:6][N:5]=[C:4]2[C:13]([CH3:18])=[C:14]([CH2:16][OH:17])[S:15][C:3]=12.[Cl:19][C:20]1[CH:27]=[CH:26][C:23]([CH2:24][NH2:25])=[CH:22][CH:21]=1. Product: [Cl:19][C:20]1[CH:27]=[CH:26][C:23]([CH2:24][NH:25][C:8]([C:7]2[C:2]([OH:1])=[C:3]3[S:15][C:14]([CH2:16][OH:17])=[C:13]([CH3:18])[C:4]3=[N:5][CH:6]=2)=[O:10])=[CH:22][CH:21]=1. The catalyst class is: 33. (4) Reactant: Cl[C:2]1[C:11]2[C:6](=[CH:7][CH:8]=[CH:9][CH:10]=2)[N:5]=[CH:4][CH:3]=1.[NH:12]1[CH2:17][CH2:16][NH:15][CH2:14][CH2:13]1. Product: [N:12]1([C:2]2[C:11]3[C:6](=[CH:7][CH:8]=[CH:9][CH:10]=3)[N:5]=[CH:4][CH:3]=2)[CH2:17][CH2:16][NH:15][CH2:14][CH2:13]1. The catalyst class is: 11. (5) Reactant: Cl[CH2:2][C:3]([NH:5][C:6]1[C:14]2[C:9](=[C:10]([F:16])[C:11]([F:15])=[CH:12][CH:13]=2)[NH:8][N:7]=1)=[O:4].[NH:17]1[CH2:22][CH2:21][CH2:20][CH2:19][CH2:18]1. Product: [F:15][C:11]1[C:10]([F:16])=[C:9]2[C:14]([C:6]([NH:5][C:3](=[O:4])[CH2:2][N:17]3[CH2:22][CH2:21][CH2:20][CH2:19][CH2:18]3)=[N:7][NH:8]2)=[CH:13][CH:12]=1. The catalyst class is: 10. (6) Reactant: [CH3:1][C:2]1[CH:3]=[N:4][N:5](C2CCCCO2)[C:6]=1[C:7]1[CH:16]=[C:15]2[C:10]([CH:11]=[C:12]([NH:17][C:18]([CH:20]3[CH2:22][CH2:21]3)=[O:19])[N:13]=[CH:14]2)=[CH:9][CH:8]=1.CO.[ClH:31]. Product: [ClH:31].[CH3:1][C:2]1[CH:3]=[N:4][NH:5][C:6]=1[C:7]1[CH:16]=[C:15]2[C:10]([CH:11]=[C:12]([NH:17][C:18]([CH:20]3[CH2:22][CH2:21]3)=[O:19])[N:13]=[CH:14]2)=[CH:9][CH:8]=1. The catalyst class is: 12. (7) Reactant: C[O:2][C:3]1[CH2:12][C:11]2[C:10]([N:13]3[CH2:18][CH2:17][N:16]([CH2:19][CH2:20][CH2:21][CH2:22][O:23][C:24]4[N:33]=[C:32]5[C:27]([CH:28]=[CH:29][C:30](=[O:34])[NH:31]5)=[CH:26][CH:25]=4)[CH2:15][CH2:14]3)=[CH:9][CH:8]=[CH:7][C:6]=2[CH2:5][CH:4]=1.Cl. Product: [O:2]=[C:3]1[CH2:12][C:11]2[C:10]([N:13]3[CH2:14][CH2:15][N:16]([CH2:19][CH2:20][CH2:21][CH2:22][O:23][C:24]4[N:33]=[C:32]5[C:27]([CH:28]=[CH:29][C:30](=[O:34])[NH:31]5)=[CH:26][CH:25]=4)[CH2:17][CH2:18]3)=[CH:9][CH:8]=[CH:7][C:6]=2[CH2:5][CH2:4]1. The catalyst class is: 199.